From a dataset of Reaction yield outcomes from USPTO patents with 853,638 reactions. Predict the reaction yield, written as a fraction of the theoretical maximum amount of product (1.0 means a 100% yield; for example, 0.34 means a 34% yield). (1) The reactants are C(OC([NH:8][C@@H:9]([CH3:12])[CH2:10][OH:11])=O)(C)(C)C.O[C:14]1[CH:29]=[CH:28][C:17]([C:18]([O:20][CH2:21][C:22]2[CH:27]=[CH:26][CH:25]=[CH:24][CH:23]=2)=[O:19])=[CH:16][CH:15]=1.C1C=CC(P(C2C=CC=CC=2)C2C=CC=CC=2)=CC=1.N(C(OC(C)C)=O)=NC(OC(C)C)=O. The catalyst is C1COCC1. The product is [NH2:8][C@@H:9]([CH3:12])[CH2:10][O:11][C:14]1[CH:29]=[CH:28][C:17]([C:18]([O:20][CH2:21][C:22]2[CH:27]=[CH:26][CH:25]=[CH:24][CH:23]=2)=[O:19])=[CH:16][CH:15]=1. The yield is 0.600. (2) The reactants are [CH2:1]([NH:5][C:6](=[O:21])[C:7]([NH:9][C:10]1[CH:15]=[CH:14][C:13]([O:16][CH3:17])=[CH:12][C:11]=1[N+:18]([O-])=O)=[O:8])[CH2:2][CH2:3][CH3:4]. The catalyst is [Pd].CO. The product is [NH2:18][C:11]1[CH:12]=[C:13]([O:16][CH3:17])[CH:14]=[CH:15][C:10]=1[NH:9][C:7](=[O:8])[C:6]([NH:5][CH2:1][CH2:2][CH2:3][CH3:4])=[O:21]. The yield is 0.900. (3) No catalyst specified. The yield is 0.437. The product is [NH:25]([C:26]([NH:18][C:10]1[CH:9]=[CH:8][C:13]([S:14]([NH2:17])(=[O:15])=[O:16])=[CH:12][CH:11]=1)=[O:27])[C:19]1[CH:24]=[CH:23][CH:22]=[CH:21][CH:20]=1. The reactants are NC1C=CC([C:8]2[C:13]([S:14]([NH2:17])(=[O:16])=[O:15])=[CH:12][CH:11]=[C:10]([NH2:18])[CH:9]=2)=CC=1.[C:19]1([N:25]=[C:26]=[O:27])[CH:24]=[CH:23][CH:22]=[CH:21][CH:20]=1.[K+].[Br-].NC(N)=O. (4) The catalyst is CN(C=O)C. The reactants are [N-:1]=[N+:2]=[N-:3].[Na+].[CH3:5][CH2:6][CH2:7][CH2:8][CH2:9][CH3:10]. The product is [CH2:5]([N:1]=[N+:2]=[N-:3])[CH2:6][CH2:7][CH2:8][CH2:9][CH2:10][CH2:5][CH2:6]/[CH:7]=[CH:8]\[CH2:9]/[CH:10]=[CH:5]\[CH2:6][CH2:7][CH2:8][CH2:9][CH3:10]. The yield is 0.440.